Dataset: Forward reaction prediction with 1.9M reactions from USPTO patents (1976-2016). Task: Predict the product of the given reaction. (1) Given the reactants [NH2:1][C:2]1[CH:7]=[CH:6][CH:5]=[CH:4][C:3]=1[NH:8][CH:9]([CH3:16])[CH2:10][C:11](OCC)=[O:12].C[O-].[Na+], predict the reaction product. The product is: [CH3:16][CH:9]1[CH2:10][C:11](=[O:12])[NH:1][C:2]2[CH:7]=[CH:6][CH:5]=[CH:4][C:3]=2[NH:8]1. (2) Given the reactants [C:1]([O:5][C:6]([N:8]1[CH2:13][CH2:12][CH:11]([CH2:14][CH2:15][CH2:16][CH2:17][C:18](SC2C=CC=CN=2)=[O:19])[CH2:10][CH2:9]1)=[O:7])([CH3:4])([CH3:3])[CH3:2].N1C=CC=CC=1SC(=O)CC[CH:37]1[CH2:42][CH2:41][CH2:40][CH2:39]C1, predict the reaction product. The product is: [C:1]([O:5][C:6]([N:8]1[CH2:9][CH2:10][CH:11]([CH2:14][CH2:15][CH2:16][CH2:17][C:18]([CH:39]2[CH2:40][CH2:41][CH2:42][CH2:37]2)=[O:19])[CH2:12][CH2:13]1)=[O:7])([CH3:2])([CH3:3])[CH3:4]. (3) The product is: [Cl:1][C:2]1[C:3]([C:21]2[C:26]([CH3:27])=[CH:25][C:24]([CH3:28])=[CH:23][N:22]=2)=[CH:4][C:5]([N:8]2[CH2:13][CH2:12][NH:11][CH2:10][CH2:9]2)=[N:6][CH:7]=1. Given the reactants [Cl:1][C:2]1[C:3]([C:21]2[C:26]([CH3:27])=[CH:25][C:24]([CH3:28])=[CH:23][N:22]=2)=[CH:4][C:5]([N:8]2[CH2:13][CH2:12][N:11](C(OC(C)(C)C)=O)[CH2:10][CH2:9]2)=[N:6][CH:7]=1.C(O)(C(F)(F)F)=O.C(Cl)Cl.CO, predict the reaction product. (4) Given the reactants Cl.[Cl:2][C:3]1[CH:8]=[CH:7][N:6]=[C:5]([C:9](Cl)=[O:10])[CH:4]=1.Cl.[CH2:13]([O:17][NH2:18])[CH:14]([CH3:16])[CH3:15].C(N(CC)C(C)C)(C)C, predict the reaction product. The product is: [Cl:2][C:3]1[CH:8]=[CH:7][N:6]=[C:5]([C:9]([NH:18][O:17][CH2:13][CH:14]([CH3:16])[CH3:15])=[O:10])[CH:4]=1. (5) Given the reactants [CH3:1][CH:2]1[CH:12]=[C:11]([CH3:13])[CH2:10][CH2:9][C:3]21[CH:7]([OH:8])[O:6][CH2:5][CH2:4]2.[CH3:14]O, predict the reaction product. The product is: [CH3:14][O:8][CH:7]1[C:3]2([CH2:9][CH2:10][C:11]([CH3:13])=[CH:12][CH:2]2[CH3:1])[CH2:4][CH2:5][O:6]1. (6) Given the reactants [Cl:1][C:2]1[CH:7]=[CH:6][C:5]([N:8]2[CH2:13][CH2:12][N:11]([C:14]3[N:15]=[C:16](O)[C:17]4[S:22][CH2:21][CH2:20][C:18]=4[N:19]=3)[CH2:10][CH2:9]2)=[CH:4][CH:3]=1.P(Cl)(Cl)([Cl:26])=O, predict the reaction product. The product is: [Cl:26][C:16]1[C:17]2[S:22][CH2:21][CH2:20][C:18]=2[N:19]=[C:14]([N:11]2[CH2:12][CH2:13][N:8]([C:5]3[CH:6]=[CH:7][C:2]([Cl:1])=[CH:3][CH:4]=3)[CH2:9][CH2:10]2)[N:15]=1. (7) Given the reactants [CH3:1][C:2]1[CH:22]=[CH:21][C:20]([CH3:23])=[CH:19][C:3]=1[CH2:4][O:5][CH:6]1[CH2:11][CH2:10][N:9](S(CC(=O)C)(=O)=O)[CH2:8][CH2:7]1.OC1CCN([C:31]([O:33][C:34]([CH3:37])([CH3:36])[CH3:35])=[O:32])CC1.[H-].[Na+].CC1C=CC(C)=CC=1CCl, predict the reaction product. The product is: [CH3:1][C:2]1[CH:22]=[CH:21][C:20]([CH3:23])=[CH:19][C:3]=1[CH2:4][O:5][CH:6]1[CH2:7][CH2:8][N:9]([C:31]([O:33][C:34]([CH3:37])([CH3:36])[CH3:35])=[O:32])[CH2:10][CH2:11]1. (8) Given the reactants [CH3:1][C:2]1[CH:7]=[C:6]([O:8][CH2:9][CH2:10][CH2:11][S:12]([CH3:15])(=[O:14])=[O:13])[CH:5]=[C:4]([CH3:16])[C:3]=1[C:17]1[CH:22]=[CH:21][CH:20]=[C:19]([CH2:23]O)[CH:18]=1.P(Cl)(Cl)([Cl:27])=O.O.CO, predict the reaction product. The product is: [Cl:27][CH2:23][C:19]1[CH:18]=[C:17]([C:3]2[C:2]([CH3:1])=[CH:7][C:6]([O:8][CH2:9][CH2:10][CH2:11][S:12]([CH3:15])(=[O:14])=[O:13])=[CH:5][C:4]=2[CH3:16])[CH:22]=[CH:21][CH:20]=1. (9) Given the reactants [NH2:1][CH2:2][C@@H:3]([OH:21])[CH2:4][C:5]1[CH:10]=[CH:9][CH:8]=[C:7](/[CH:11]=[CH:12]/[C:13]2[C:18]([Cl:19])=[CH:17][CH:16]=[CH:15][C:14]=2[Cl:20])[CH:6]=1.C(N(CC)C(C)C)(C)C.[C:31](O[C:31]([O:33][C:34]([CH3:37])([CH3:36])[CH3:35])=[O:32])([O:33][C:34]([CH3:37])([CH3:36])[CH3:35])=[O:32], predict the reaction product. The product is: [Cl:19][C:18]1[CH:17]=[CH:16][CH:15]=[C:14]([Cl:20])[C:13]=1/[CH:12]=[CH:11]/[C:7]1[CH:6]=[C:5]([CH2:4][CH:3]([OH:21])[CH2:2][NH:1][C:31](=[O:32])[O:33][C:34]([CH3:37])([CH3:36])[CH3:35])[CH:10]=[CH:9][CH:8]=1. (10) The product is: [CH:16]([N:7]1[C:8]2[C:13](=[CH:12][CH:11]=[C:10]([S:14][CH3:15])[CH:9]=2)[C:5]([C:3]([OH:4])=[O:21])=[CH:6]1)([CH3:18])[CH3:17]. Given the reactants FC(F)(F)[C:3]([C:5]1[C:13]2[C:8](=[CH:9][C:10]([S:14][CH3:15])=[CH:11][CH:12]=2)[N:7]([CH:16]([CH3:18])[CH3:17])[CH:6]=1)=[O:4].[OH-:21].[Na+], predict the reaction product.